From a dataset of Reaction yield outcomes from USPTO patents with 853,638 reactions. Predict the reaction yield, written as a fraction of the theoretical maximum amount of product (1.0 means a 100% yield; for example, 0.34 means a 34% yield). (1) The reactants are [CH2:1]([O:8][C:9]1[CH:24]=[CH:23][C:12]([CH2:13][NH:14][CH2:15][CH2:16][C:17]2[CH:22]=[CH:21][CH:20]=[CH:19][N:18]=2)=[CH:11][C:10]=1[CH2:25][OH:26])[C:2]1[CH:7]=[CH:6][CH:5]=[CH:4][CH:3]=1.CCN(CC)CC.CN(C=O)C.[C:39]1([CH2:45][CH2:46][CH2:47][CH2:48][C:49](Cl)=[O:50])[CH:44]=[CH:43][CH:42]=[CH:41][CH:40]=1. The catalyst is C(Cl)Cl. The product is [CH2:1]([O:8][C:9]1[CH:24]=[CH:23][C:12]([CH2:13][N:14]([CH2:15][CH2:16][C:17]2[CH:22]=[CH:21][CH:20]=[CH:19][N:18]=2)[C:49](=[O:50])[CH2:48][CH2:47][CH2:46][CH2:45][C:39]2[CH:44]=[CH:43][CH:42]=[CH:41][CH:40]=2)=[CH:11][C:10]=1[CH2:25][OH:26])[C:2]1[CH:7]=[CH:6][CH:5]=[CH:4][CH:3]=1. The yield is 0.350. (2) The reactants are [Cl:1][C:2]1[CH:3]=[C:4]2[C:8](=[CH:9][CH:10]=1)[NH:7][C:6]([C:11]([O:13][CH3:14])=[O:12])=[CH:5]2.[H-].[Na+].[C:17]1([S:23](Cl)(=[O:25])=[O:24])[CH:22]=[CH:21][CH:20]=[CH:19][CH:18]=1. The catalyst is CN(C)C=O. The product is [Cl:1][C:2]1[CH:3]=[C:4]2[C:8](=[CH:9][CH:10]=1)[N:7]([S:23]([C:17]1[CH:22]=[CH:21][CH:20]=[CH:19][CH:18]=1)(=[O:25])=[O:24])[C:6]([C:11]([O:13][CH3:14])=[O:12])=[CH:5]2. The yield is 0.920. (3) The reactants are [N:1]1([C:7]2[CH:13]=[CH:12][C:10]([NH2:11])=[CH:9][CH:8]=2)[CH2:6][CH2:5][O:4][CH2:3][CH2:2]1.[N:14]([O-])=O.[Na+].C([O-])(=O)C.[Na+].[C:23]([CH2:26][C:27](=[O:29])[CH3:28])(=[O:25])[CH3:24]. The catalyst is C(O)(=O)C.Cl.O.C(O)C. The product is [N:1]1([C:7]2[CH:13]=[CH:12][C:10]([NH:11][N:14]=[C:26]([C:27](=[O:29])[CH3:28])[C:23](=[O:25])[CH3:24])=[CH:9][CH:8]=2)[CH2:2][CH2:3][O:4][CH2:5][CH2:6]1. The yield is 0.550.